From a dataset of Full USPTO retrosynthesis dataset with 1.9M reactions from patents (1976-2016). Predict the reactants needed to synthesize the given product. Given the product [Cl:1][C:2]1[CH:10]=[CH:9][C:5]([C:6]([NH:43][C:44]2[CH:49]=[N:48][C:47]([O:50][CH3:51])=[CH:46][CH:45]=2)=[O:8])=[CH:4][C:3]=1[I:11], predict the reactants needed to synthesize it. The reactants are: [Cl:1][C:2]1[CH:10]=[CH:9][C:5]([C:6]([OH:8])=O)=[CH:4][C:3]=1[I:11].CCN=C=NCCCN(C)C.Cl.C1C=CC2N(O)N=NC=2C=1.CCN(C(C)C)C(C)C.[NH2:43][C:44]1[CH:45]=[CH:46][C:47]([O:50][CH3:51])=[N:48][CH:49]=1.